Dataset: Catalyst prediction with 721,799 reactions and 888 catalyst types from USPTO. Task: Predict which catalyst facilitates the given reaction. The catalyst class is: 2. Reactant: Cl.C([O:4][C:5](=[O:25])[CH2:6][O:7][C:8]1[CH:13]=[CH:12][C:11]([Cl:14])=[CH:10][C:9]=1[CH:15]1[C:24]2[C:19](=[CH:20][CH:21]=[CH:22][CH:23]=2)[CH2:18][CH2:17][NH:16]1)C.C(N(C(C)C)C(C)C)C.[CH3:35][O:36][C:37]1[CH:46]=[CH:45][CH:44]=[CH:43][C:38]=1[CH2:39][N:40]=[C:41]=[S:42]. Product: [Cl:14][C:11]1[CH:12]=[CH:13][C:8]([O:7][CH2:6][C:5]([OH:4])=[O:25])=[C:9]([CH:15]2[C:24]3[C:19](=[CH:20][CH:21]=[CH:22][CH:23]=3)[CH2:18][CH2:17][N:16]2[C:41](=[S:42])[NH:40][CH2:39][C:38]2[CH:43]=[CH:44][CH:45]=[CH:46][C:37]=2[O:36][CH3:35])[CH:10]=1.